From a dataset of Peptide-MHC class II binding affinity with 134,281 pairs from IEDB. Regression. Given a peptide amino acid sequence and an MHC pseudo amino acid sequence, predict their binding affinity value. This is MHC class II binding data. (1) The peptide sequence is KQENWNTDIKTLKFD. The MHC is HLA-DQA10501-DQB10302 with pseudo-sequence HLA-DQA10501-DQB10302. The binding affinity (normalized) is 0.156. (2) The peptide sequence is GLAVLRKVKRVVASL. The MHC is HLA-DQA10103-DQB10603 with pseudo-sequence HLA-DQA10103-DQB10603. The binding affinity (normalized) is 0. (3) The peptide sequence is GPPVEASAAALAGDA. The MHC is HLA-DPA10301-DPB10402 with pseudo-sequence HLA-DPA10301-DPB10402. The binding affinity (normalized) is 0. (4) The peptide sequence is EKKYFAATQFERLAA. The MHC is DRB1_0701 with pseudo-sequence DRB1_0701. The binding affinity (normalized) is 0.783. (5) The peptide sequence is HDGGCRKELAAVSVD. The binding affinity (normalized) is 0.782. The MHC is DRB4_0101 with pseudo-sequence DRB4_0103. (6) The peptide sequence is VFTSVGKAVHQVFGGAFR. The MHC is DRB1_0401 with pseudo-sequence DRB1_0401. The binding affinity (normalized) is 0.